Dataset: Forward reaction prediction with 1.9M reactions from USPTO patents (1976-2016). Task: Predict the product of the given reaction. (1) Given the reactants C([N:3]([CH2:6][CH3:7])CC)C.[CH2:8]([O:14][C:15]1[CH:23]=[CH:22][C:18]([C:19](Cl)=[O:20])=[CH:17][CH:16]=1)[CH2:9][CH2:10][CH2:11][CH2:12][CH3:13], predict the reaction product. The product is: [CH2:8]([O:14][C:15]1[CH:23]=[CH:22][C:18]([C:19]([NH:3][CH2:6][CH:7]2[CH2:13][CH2:12][CH2:11][CH2:10][CH:9]2[CH3:8])=[O:20])=[CH:17][CH:16]=1)[CH2:9][CH2:10][CH2:11][CH2:12][CH3:13]. (2) Given the reactants [CH2:1]([O:4][N:5]=[CH:6]/[C:7](/[CH3:21])=[CH:8]/[C@@H:9]1[C@@H:11]([C:12]([O:14]C(C)(C)C)=[O:13])[C:10]1([CH3:20])[CH3:19])[CH:2]=[CH2:3].C1(C)C=CC(S(O)(=O)=O)=CC=1, predict the reaction product. The product is: [CH2:1]([O:4][N:5]=[CH:6]/[C:7](/[CH3:21])=[CH:8]/[C@@H:9]1[C@@H:11]([C:12]([OH:14])=[O:13])[C:10]1([CH3:20])[CH3:19])[CH:2]=[CH2:3]. (3) The product is: [CH:1]1([C:6]2[NH:11][C:10](=[O:12])[C:9]3=[C:13]([CH2:14][CH3:15])[N:16]=[C:17]([CH:18]([CH2:23][CH3:24])[CH2:19][CH2:20][CH2:21][CH3:22])[N:8]3[N:7]=2)[CH2:5][CH2:4][CH2:3][CH2:2]1. Given the reactants [CH:1]1([C:6]2[NH:11][C:10](=[O:12])[C:9]([CH:13]([NH:16][C:17](=O)[CH:18]([CH2:23][CH3:24])[CH2:19][CH2:20][CH2:21][CH3:22])[CH2:14][CH3:15])=[N:8][N:7]=2)[CH2:5][CH2:4][CH2:3][CH2:2]1.P(Cl)(Cl)(Cl)=O, predict the reaction product. (4) Given the reactants [F:1][C:2]1[N:3]=[C:4]([O:11]C)[C:5]([C:8]([NH2:10])=[O:9])=[N:6][CH:7]=1.[I-].[Na+].Cl[Si](C)(C)C.O, predict the reaction product. The product is: [F:1][C:2]1[N:3]=[C:4]([OH:11])[C:5]([C:8]([NH2:10])=[O:9])=[N:6][CH:7]=1. (5) Given the reactants [Br:1]N1C(=O)CCC1=O.[F:9][CH:10]([F:40])[O:11][CH:12]([C:17]1[C:22]2[N:23]3[CH2:29][CH2:28][CH2:27][N:26]([C:30]4[C:31]([CH3:39])=[N:32][C:33]([O:37][CH3:38])=[N:34][C:35]=4[CH3:36])[C:24]3=[N:25][C:21]=2[CH:20]=[CH:19][CH:18]=1)[C:13]([F:16])([F:15])[F:14], predict the reaction product. The product is: [Br:1][C:20]1[C:21]2[N:25]=[C:24]3[N:26]([C:30]4[C:35]([CH3:36])=[N:34][C:33]([O:37][CH3:38])=[N:32][C:31]=4[CH3:39])[CH2:27][CH2:28][CH2:29][N:23]3[C:22]=2[C:17]([CH:12]([O:11][CH:10]([F:9])[F:40])[C:13]([F:16])([F:15])[F:14])=[CH:18][CH:19]=1. (6) Given the reactants CNCCNC.[CH3:7][S:8][C:9]1[CH:14]=[CH:13][NH:12][C:11](=[O:15])[N:10]=1.Br[C:17]1[CH:28]=[CH:27][C:20]([O:21][CH2:22][C:23]([CH3:26])([OH:25])[CH3:24])=[C:19]([O:29][CH3:30])[CH:18]=1.P([O-])([O-])([O-])=O.[K+].[K+].[K+], predict the reaction product. The product is: [OH:25][C:23]([CH3:26])([CH3:24])[CH2:22][O:21][C:20]1[CH:27]=[CH:28][C:17]([N:12]2[CH:13]=[CH:14][C:9]([S:8][CH3:7])=[N:10][C:11]2=[O:15])=[CH:18][C:19]=1[O:29][CH3:30]. (7) Given the reactants [N+:1]([C:4]1[CH:5]=[C:6]([C:12]2[O:13][C:14]3[CH:20]=[CH:19][C:18](Br)=[CH:17][C:15]=3[N:16]=2)[CH:7]=[CH:8][C:9]=1[O:10][CH3:11])([O-:3])=[O:2].[Cl:22][C:23]1[CH:24]=[C:25](B(O)O)[CH:26]=[CH:27][C:28]=1[Cl:29], predict the reaction product. The product is: [N+:1]([C:4]1[CH:5]=[C:6]([C:12]2[O:13][C:14]3[CH:20]=[CH:19][C:18]([C:26]4[CH:25]=[CH:24][C:23]([Cl:22])=[C:28]([Cl:29])[CH:27]=4)=[CH:17][C:15]=3[N:16]=2)[CH:7]=[CH:8][C:9]=1[O:10][CH3:11])([O-:3])=[O:2].